From a dataset of Reaction yield outcomes from USPTO patents with 853,638 reactions. Predict the reaction yield, written as a fraction of the theoretical maximum amount of product (1.0 means a 100% yield; for example, 0.34 means a 34% yield). The product is [CH3:6][C:7]1[NH:12][C:11](=[O:4])[NH:10][C:9](=[O:14])[C:8]=1[CH2:15][C:16]([OH:18])=[O:17]. The yield is 0.770. The reactants are ClCC(O)=[O:4].[CH3:6][C:7]1[NH:12][C:11](=S)[NH:10][C:9](=[O:14])[C:8]=1[CH2:15][C:16]([OH:18])=[O:17]. No catalyst specified.